From a dataset of Forward reaction prediction with 1.9M reactions from USPTO patents (1976-2016). Predict the product of the given reaction. The product is: [C:52]([O:51][CH2:50][CH2:49][CH2:48][C@H:44]1[CH2:45][C:46](=[CH2:47])[C@H:42]([CH2:41][CH2:40][C@H:34]2[CH2:35][C@@H:36]([CH3:39])[C:37](=[CH2:38])[C@@H:32]([CH2:31][C@H:16]3[C@H:17]([CH2:21][S:22]([C:25]4[CH:26]=[CH:27][CH:28]=[CH:29][CH:30]=4)(=[O:24])=[O:23])[C@@H:18]([O:19][CH3:20])[C@@H:14]([CH2:13][C@H:12]([OH:58])[CH2:11][OH:10])[O:15]3)[O:33]2)[O:43]1)(=[O:57])[C:53]([CH3:54])([CH3:56])[CH3:55]. Given the reactants [N+](C1C=CC(C([O:10][CH2:11][C@@H:12]([O:58]C(=O)C2C=CC([N+]([O-])=O)=CC=2)[CH2:13][C@@H:14]2[C@H:18]([O:19][CH3:20])[C@@H:17]([CH2:21][S:22]([C:25]3[CH:30]=[CH:29][CH:28]=[CH:27][CH:26]=3)(=[O:24])=[O:23])[C@H:16]([CH2:31][C@@H:32]3[C:37](=[CH2:38])[C@H:36]([CH3:39])[CH2:35][C@H:34]([CH2:40][CH2:41][C@H:42]4[C:46](=[CH2:47])[CH2:45][C@H:44]([CH2:48][CH2:49][CH2:50][O:51][C:52](=[O:57])[C:53]([CH3:56])([CH3:55])[CH3:54])[O:43]4)[O:33]3)[O:15]2)=O)=CC=1)([O-])=O, predict the reaction product.